This data is from Reaction yield outcomes from USPTO patents with 853,638 reactions. The task is: Predict the reaction yield, written as a fraction of the theoretical maximum amount of product (1.0 means a 100% yield; for example, 0.34 means a 34% yield). The reactants are Br[C:2]1[CH:8]=[CH:7][C:5]([NH2:6])=[C:4]([F:9])[CH:3]=1.[CH3:10][PH:11](=[O:13])[CH3:12].CC1(C)C2C(=C(P(C3C=CC=CC=3)C3C=CC=CC=3)C=CC=2)OC2C(P(C3C=CC=CC=3)C3C=CC=CC=3)=CC=CC1=2.P([O-])([O-])([O-])=O.[K+].[K+].[K+]. The catalyst is CN(C=O)C.C([O-])(=O)C.[Pd+2].C([O-])(=O)C. The product is [CH3:10][P:11]([C:2]1[CH:8]=[CH:7][C:5]([NH2:6])=[C:4]([F:9])[CH:3]=1)([CH3:12])=[O:13]. The yield is 0.200.